The task is: Predict the reactants needed to synthesize the given product.. This data is from Full USPTO retrosynthesis dataset with 1.9M reactions from patents (1976-2016). Given the product [CH3:1][O:2][C:3]1[CH:4]=[C:5]([C:12]([C:14]2[CH:19]=[CH:18][C:17]([O:20][CH3:21])=[C:16]([O:22][CH3:23])[CH:15]=2)=[O:13])[CH:6]=[CH:7][C:8]=1[N+:9]([O-:11])=[O:10], predict the reactants needed to synthesize it. The reactants are: [CH3:1][O:2][C:3]1[CH:4]=[C:5]([CH:12]([C:14]2[CH:19]=[CH:18][C:17]([O:20][CH3:21])=[C:16]([O:22][CH3:23])[CH:15]=2)[OH:13])[CH:6]=[CH:7][C:8]=1[N+:9]([O-:11])=[O:10].